From a dataset of Forward reaction prediction with 1.9M reactions from USPTO patents (1976-2016). Predict the product of the given reaction. (1) Given the reactants Cl[S:2]([C:5]1[CH:14]=[CH:13][C:8]([C:9]([O:11][CH3:12])=[O:10])=[CH:7][CH:6]=1)(=[O:4])=[O:3].[N:15]1([C:20]2[CH:25]=[CH:24][C:23]([CH2:26][NH2:27])=[CH:22][CH:21]=2)[CH:19]=[CH:18][CH:17]=[N:16]1, predict the reaction product. The product is: [N:15]1([C:20]2[CH:25]=[CH:24][C:23]([CH2:26][NH:27][S:2]([C:5]3[CH:14]=[CH:13][C:8]([C:9]([O:11][CH3:12])=[O:10])=[CH:7][CH:6]=3)(=[O:4])=[O:3])=[CH:22][CH:21]=2)[CH:19]=[CH:18][CH:17]=[N:16]1. (2) The product is: [ClH:4].[Cl:4][C:5]1[CH:10]=[CH:9][C:8]([CH2:11][C:12]2[C:21]3[C:16](=[CH:17][CH:18]=[CH:19][CH:20]=3)[C:15](=[O:22])[N:14]([CH2:23][C@H:24]3[CH2:28][CH2:27][CH2:26][N:25]3[C:44]([CH3:49])([CH3:45])[C:1]([NH:61][CH2:60][CH2:59][O:58][CH3:57])=[O:3])[N:13]=2)=[CH:7][CH:6]=1. Given the reactants [CH:1]([OH:3])=O.[Cl:4][C:5]1[CH:10]=[CH:9][C:8]([CH2:11][C:12]2[C:21]3[C:16](=[CH:17][CH:18]=[CH:19][CH:20]=3)[C:15](=[O:22])[N:14]([CH2:23][C@H:24]3[CH2:28][CH2:27][CH2:26][N:25]3CC(C)C(O)=O)[N:13]=2)=[CH:7][CH:6]=1.CN(C(ON1N=N[C:45]2C=CC=[CH:49][C:44]1=2)=[N+](C)C)C.[B-](F)(F)(F)F.[CH3:57][O:58][CH2:59][CH2:60][NH2:61].C(N(CC)CC)C, predict the reaction product.